Dataset: Reaction yield outcomes from USPTO patents with 853,638 reactions. Task: Predict the reaction yield, written as a fraction of the theoretical maximum amount of product (1.0 means a 100% yield; for example, 0.34 means a 34% yield). (1) The reactants are [Cl:1][C:2]1[CH:7]=[CH:6][CH:5]=[CH:4][C:3]=1[C:8]1[C:9]([C:16]2[CH:21]=[CH:20][C:19]([Cl:22])=[CH:18][CH:17]=2)=[CH:10][C:11]([NH:14][NH2:15])=[N:12][CH:13]=1.ClC1C=CC=CC=1C1C(C2C=CC(Cl)=CC=2)=CC2N([C:36](=[O:39])NN=2)N=1. No catalyst specified. The product is [Cl:1][C:2]1[CH:7]=[CH:6][CH:5]=[CH:4][C:3]=1[C:8]1[C:9]([C:16]2[CH:21]=[CH:20][C:19]([Cl:22])=[CH:18][CH:17]=2)=[CH:10][C:11]2[N:12]([C:36](=[O:39])[NH:15][N:14]=2)[CH:13]=1. The yield is 0.880. (2) The catalyst is CN(C=O)C. The yield is 0.830. The reactants are N#N.[NH2:3][C:4]1[C:9]([N+:10]([O-:12])=[O:11])=[CH:8][C:7]([CH3:13])=[C:6]([Cl:14])[CH:5]=1.[H-].[Na+].Br[CH2:18][CH2:19][CH2:20][C:21]1[CH:26]=[CH:25][CH:24]=[CH:23][CH:22]=1. The product is [Cl:14][C:6]1[C:7]([CH3:13])=[CH:8][C:9]([N+:10]([O-:12])=[O:11])=[C:4]([CH:5]=1)[NH:3][CH2:18][CH2:19][CH2:20][C:21]1[CH:26]=[CH:25][CH:24]=[CH:23][CH:22]=1. (3) The reactants are [Cl:1][C:2]1[CH:3]=[CH:4][C:5]([N:16]2[CH:20]=[C:19]([Cl:21])[N:18]=[N:17]2)=[C:6]([C:8]2[CH:13]=[C:12]([O:14]C)[N:11]=[CH:10][N:9]=2)[CH:7]=1.Br. The catalyst is CC(O)=O.CCOCC. The product is [Cl:1][C:2]1[CH:3]=[CH:4][C:5]([N:16]2[CH:20]=[C:19]([Cl:21])[N:18]=[N:17]2)=[C:6]([C:8]2[N:9]=[CH:10][N:11]=[C:12]([OH:14])[CH:13]=2)[CH:7]=1. The yield is 0.709. (4) The reactants are O=S(Cl)Cl.[NH2:5][C@H:6]([C:14]([OH:16])=[O:15])[CH2:7][C:8]1[CH:13]=[CH:12][CH:11]=[CH:10][CH:9]=1.[CH3:17]O. No catalyst specified. The product is [CH3:17][O:15][C:14](=[O:16])[C@H:6]([CH2:7][C:8]1[CH:13]=[CH:12][CH:11]=[CH:10][CH:9]=1)[NH2:5]. The yield is 0.883. (5) The reactants are [F:1][C:2]([F:12])([F:11])[C:3](=O)[CH2:4][C:5]([O:7]CC)=O.C(O)(=O)C(O)=O.[CH2:19]([NH:21][NH2:22])[CH3:20]. The catalyst is C(O)(=O)C. The product is [CH2:19]([N:21]1[C:5]([OH:7])=[CH:4][C:3]([C:2]([F:1])([F:11])[F:12])=[N:22]1)[CH3:20]. The yield is 0.430.